Dataset: Catalyst prediction with 721,799 reactions and 888 catalyst types from USPTO. Task: Predict which catalyst facilitates the given reaction. (1) Reactant: [C:1]([NH:4][C:5]1[CH:10]=[CH:9][C:8]([CH2:11][CH2:12][C:13]2[C:17]3[C:18]([OH:22])=[CH:19][CH:20]=[CH:21][C:16]=3[O:15][CH:14]=2)=[CH:7][CH:6]=1)(=[O:3])[CH3:2].[C:23]([O:26][C@@H:27]1[C@@H:39]([O:40][C:41](=[O:43])[CH3:42])[C@H:38]([O:44][C:45](=[O:47])[CH3:46])[C@@H:37]([CH2:48][O:49][C:50](=[O:52])[CH3:51])[O:36][C@@H:28]1OC(=N)C(Cl)(Cl)Cl)(=[O:25])[CH3:24].C(=O)([O-])O.[Na+]. Product: [C:1]([NH:4][C:5]1[CH:6]=[CH:7][C:8]([CH2:11][CH2:12][C:13]2[C:17]3[C:18]([O:22][C@@H:28]4[O:36][C@H:37]([CH2:48][O:49][C:50](=[O:52])[CH3:51])[C@@H:38]([O:44][C:45](=[O:47])[CH3:46])[C@H:39]([O:40][C:41](=[O:43])[CH3:42])[C@H:27]4[O:26][C:23](=[O:25])[CH3:24])=[CH:19][CH:20]=[CH:21][C:16]=3[O:15][CH:14]=2)=[CH:9][CH:10]=1)(=[O:3])[CH3:2]. The catalyst class is: 4. (2) Reactant: [CH:1]([C@H:4]1[CH2:8][O:7][C:6](=[O:9])[N:5]1[C:10]1[CH:15]=[CH:14][N:13]2[N:16]=[CH:17][C:18]([C:19]3[CH:24]=[CH:23][C:22]([C:25]4[N:29]=[CH:28][N:27](COCC[Si](C)(C)C)[N:26]=4)=[CH:21][CH:20]=3)=[C:12]2[N:11]=1)([CH3:3])[CH3:2].C([C@H]1COC(=O)N1C1C=CN2N=CC(C3C=CC(C4N(COCC[Si](C)(C)C)N=CN=4)=CC=3)=C2N=1)(C)C.FC(F)(F)C(O)=O. Product: [NH:27]1[CH:28]=[N:29][C:25]([C:22]2[CH:21]=[CH:20][C:19]([C:18]3[CH:17]=[N:16][N:13]4[CH:14]=[CH:15][C:10]([N:5]5[C@@H:4]([CH:1]([CH3:2])[CH3:3])[CH2:8][O:7][C:6]5=[O:9])=[N:11][C:12]=34)=[CH:24][CH:23]=2)=[N:26]1. The catalyst class is: 4. (3) Reactant: [Cl:1][C:2]1[CH:7]=[CH:6][C:5]([C:8]2[CH:13]=[N:12][N:11]3[C:14](=[O:17])[NH:15][N:16]=[C:10]3[C:9]=2[C:18]2[CH:23]=[CH:22][C:21]([Cl:24])=[CH:20][CH:19]=2)=[CH:4][CH:3]=1.C([O-])([O-])=O.[Cs+].[Cs+].Cl.Cl[CH2:33][CH2:34][N:35]1[CH2:40][CH2:39][O:38][CH2:37][CH2:36]1. Product: [Cl:1][C:2]1[CH:7]=[CH:6][C:5]([C:8]2[CH:13]=[N:12][N:11]3[C:14](=[O:17])[N:15]([CH2:33][CH2:34][N:35]4[CH2:40][CH2:39][O:38][CH2:37][CH2:36]4)[N:16]=[C:10]3[C:9]=2[C:18]2[CH:23]=[CH:22][C:21]([Cl:24])=[CH:20][CH:19]=2)=[CH:4][CH:3]=1. The catalyst class is: 18. (4) Reactant: Cl.[CH2:2]([O:4][C:5](=[O:26])[CH2:6][O:7][C:8]1[CH:13]=[CH:12][C:11]([Cl:14])=[CH:10][C:9]=1[CH:15]1[C:24]2[C:19](=[CH:20][C:21]([F:25])=[CH:22][CH:23]=2)[CH2:18][CH2:17][NH:16]1)[CH3:3].CCN(C(C)C)C(C)C.Cl[C:37]([O:39][CH2:40][C:41]1[CH:46]=[CH:45][CH:44]=[CH:43][CH:42]=1)=[O:38]. Product: [CH2:40]([O:39][C:37]([N:16]1[CH2:17][CH2:18][C:19]2[C:24](=[CH:23][CH:22]=[C:21]([F:25])[CH:20]=2)[CH:15]1[C:9]1[CH:10]=[C:11]([Cl:14])[CH:12]=[CH:13][C:8]=1[O:7][CH2:6][C:5]([O:4][CH2:2][CH3:3])=[O:26])=[O:38])[C:41]1[CH:46]=[CH:45][CH:44]=[CH:43][CH:42]=1. The catalyst class is: 2. (5) The catalyst class is: 1. Product: [Cl:1][C:2]1[CH:7]=[CH:6][C:5]([C:8]2[N:9]([CH3:21])[C:10]3[C:15]([C:16]=2[CH2:17][CH2:18][OH:19])=[CH:14][CH:13]=[CH:12][CH:11]=3)=[CH:4][C:3]=1[S:22]([NH:23][CH:24]1[CH2:29][CH2:28][CH2:27][CH2:26][CH2:25]1)(=[O:31])=[O:30]. Reactant: [Cl:1][C:2]1[CH:7]=[CH:6][C:5]([C:8]2[N:9]([CH3:21])[C:10]3[C:15]([C:16]=2[CH2:17][C:18](O)=[O:19])=[CH:14][CH:13]=[CH:12][CH:11]=3)=[CH:4][C:3]=1[S:22](=[O:31])(=[O:30])[NH:23][CH:24]1[CH2:29][CH2:28][CH2:27][CH2:26][CH2:25]1.[H-].[Al+3].[Li+].[H-].[H-].[H-]. (6) Reactant: [NH2:1][C:2]1[CH2:7][CH2:6][CH2:5][CH2:4][C:3]=1[C:8]([O:10][CH2:11][CH3:12])=[O:9].N1C=CC=CC=1.[Br:19][CH2:20][CH2:21][CH2:22][CH2:23][C:24](Cl)=[O:25].C(OCC)(=O)C. Product: [CH2:11]([O:10][C:8]([C:3]1[CH2:4][CH2:5][CH2:6][CH2:7][C:2]=1[NH:1][C:24](=[O:25])[CH2:23][CH2:22][CH2:21][CH2:20][Br:19])=[O:9])[CH3:12]. The catalyst class is: 7. (7) Reactant: [CH3:1][N:2]1[CH2:7][CH2:6][N:5]([C:8]([O:10][C:11]2[C:12]3[CH:61]=[CH:60][CH:59]=[CH:58][C:13]=3[C:14]3[C@H:15]([CH2:56][Cl:57])[CH2:16][N:17]([C:20](=[O:55])[CH2:21][CH2:22][CH2:23][CH2:24][CH2:25][O:26][C:27]4[CH:32]=[C:31]([NH:33]C(OC(C)(C)C)=O)[C:30]([C:41]([N:43]5[CH2:47][CH2:46][CH2:45][C@H:44]5[CH2:48][O:49][C:50](=[O:52])[CH3:51])=[O:42])=[CH:29][C:28]=4[O:53][CH3:54])[C:18]=3[CH:19]=2)=[O:9])[CH2:4][CH2:3]1.C(O)(C(F)(F)F)=O.C([O-])(O)=O.[Na+].O. Product: [CH3:1][N:2]1[CH2:7][CH2:6][N:5]([C:8]([O:10][C:11]2[C:12]3[CH:61]=[CH:60][CH:59]=[CH:58][C:13]=3[C:14]3[C@H:15]([CH2:56][Cl:57])[CH2:16][N:17]([C:20](=[O:55])[CH2:21][CH2:22][CH2:23][CH2:24][CH2:25][O:26][C:27]4[CH:32]=[C:31]([NH2:33])[C:30]([C:41]([N:43]5[CH2:47][CH2:46][CH2:45][C@H:44]5[CH2:48][O:49][C:50](=[O:52])[CH3:51])=[O:42])=[CH:29][C:28]=4[O:53][CH3:54])[C:18]=3[CH:19]=2)=[O:9])[CH2:4][CH2:3]1. The catalyst class is: 2.